The task is: Predict the reactants needed to synthesize the given product.. This data is from Full USPTO retrosynthesis dataset with 1.9M reactions from patents (1976-2016). (1) Given the product [CH:12]([C@@H:9]1[CH2:10][CH2:11][C:1]2([CH3:2])[CH:7]([O:4]2)[CH2:8]1)([CH3:14])[CH3:13], predict the reactants needed to synthesize it. The reactants are: [C:1]([O:4]O)(=O)[CH3:2].C1(C)[CH2:11][CH2:10][CH:9]([CH:12]([CH3:14])[CH3:13])[CH2:8][CH:7]=1.C(=O)([O-])[O-].[Na+].[Na+].O. (2) Given the product [CH2:1]([O:8][C:9]([N:11]1[CH2:16][CH2:15][CH:14]([NH:17][C:30]([O:29][CH2:25][CH2:26][CH2:27][CH3:28])=[O:31])[CH2:13][CH2:12]1)=[O:10])[C:2]1[CH:7]=[CH:6][CH:5]=[CH:4][CH:3]=1, predict the reactants needed to synthesize it. The reactants are: [CH2:1]([O:8][C:9]([N:11]1[CH2:16][CH2:15][CH:14]([NH2:17])[CH2:13][CH2:12]1)=[O:10])[C:2]1[CH:7]=[CH:6][CH:5]=[CH:4][CH:3]=1.C(N(CC)CC)C.[CH2:25]([O:29][C:30](Cl)=[O:31])[CH2:26][CH2:27][CH3:28]. (3) Given the product [Br:5][C:6]1[CH:11]=[C:10]([F:12])[CH:9]=[CH:8][C:7]=1[CH2:13][C:14]([Cl:3])=[O:16], predict the reactants needed to synthesize it. The reactants are: S(Cl)([Cl:3])=O.[Br:5][C:6]1[CH:11]=[C:10]([F:12])[CH:9]=[CH:8][C:7]=1[CH2:13][C:14]([OH:16])=O. (4) Given the product [CH2:1]([S:8][C:9]1[N:17]=[C:16]2[C:12]([NH:13][CH:14]=[N:15]2)=[C:11]([NH:19][C:20]2[CH:25]=[CH:24][CH:23]=[CH:22][CH:21]=2)[N:10]=1)[C:2]1[CH:7]=[CH:6][CH:5]=[CH:4][CH:3]=1, predict the reactants needed to synthesize it. The reactants are: [CH2:1]([S:8][C:9]1[N:17]=[C:16]2[C:12]([NH:13][CH:14]=[N:15]2)=[C:11](Cl)[N:10]=1)[C:2]1[CH:7]=[CH:6][CH:5]=[CH:4][CH:3]=1.[NH2:19][C:20]1[CH:25]=[CH:24][CH:23]=[CH:22][CH:21]=1.C(N(CC)CC)C. (5) Given the product [CH:1]([C:4]1[CH:5]=[CH:6][C:7]([C:10]2[CH:11]=[C:12]([C:15]3[CH:16]=[C:17]([CH:23]=[CH:24][CH:25]=3)[C:18]([OH:20])=[O:19])[S:13][CH:14]=2)=[CH:8][CH:9]=1)([CH3:3])[CH3:2], predict the reactants needed to synthesize it. The reactants are: [CH:1]([C:4]1[CH:9]=[CH:8][C:7]([C:10]2[CH:11]=[C:12]([C:15]3[CH:16]=[C:17]([CH:23]=[CH:24][CH:25]=3)[C:18]([O:20]CC)=[O:19])[S:13][CH:14]=2)=[CH:6][CH:5]=1)([CH3:3])[CH3:2].O[Li].O.Cl. (6) Given the product [O:1]1[CH2:5][CH2:4][C@@H:3]([O:6][C:8]2[S:9][CH:10]=[CH:11][C:12]=2[NH2:13])[CH2:2]1, predict the reactants needed to synthesize it. The reactants are: [O:1]1[CH2:5][CH2:4][C@@H:3]([OH:6])[CH2:2]1.Cl[C:8]1[S:9][CH:10]=[CH:11][C:12]=1[N+:13]([O-])=O.